From a dataset of Peptide-MHC class II binding affinity with 134,281 pairs from IEDB. Regression. Given a peptide amino acid sequence and an MHC pseudo amino acid sequence, predict their binding affinity value. This is MHC class II binding data. The peptide sequence is LSKDGCTSAKGPDYK. The MHC is DRB1_1101 with pseudo-sequence DRB1_1101. The binding affinity (normalized) is 0.0658.